Dataset: Full USPTO retrosynthesis dataset with 1.9M reactions from patents (1976-2016). Task: Predict the reactants needed to synthesize the given product. (1) Given the product [ClH:22].[S:19]1[CH:20]=[C:16]([C:11]2([OH:21])[CH2:12][CH:13]3[NH:8][CH:9]([CH2:15][CH2:14]3)[CH2:10]2)[N:17]=[CH:18]1, predict the reactants needed to synthesize it. The reactants are: C(OC([N:8]1[CH:13]2[CH2:14][CH2:15][CH:9]1[CH2:10][C:11]([OH:21])([C:16]1[N:17]=[CH:18][S:19][CH:20]=1)[CH2:12]2)=O)(C)(C)C.[ClH:22]. (2) Given the product [NH2:17][C:16]1[N:15]=[CH:14][N:13]=[C:12]2[N:8]([C:4]3[CH:3]=[C:2]([NH:1][C:24]([C:20]4[N:19]([CH3:18])[CH:23]=[CH:22][N:21]=4)=[O:25])[CH:7]=[CH:6][CH:5]=3)[N:9]=[CH:10][C:11]=12, predict the reactants needed to synthesize it. The reactants are: [NH2:1][C:2]1[CH:3]=[C:4]([N:8]2[C:12]3=[N:13][CH:14]=[N:15][C:16]([NH2:17])=[C:11]3[CH:10]=[N:9]2)[CH:5]=[CH:6][CH:7]=1.[CH3:18][N:19]1[CH:23]=[CH:22][N:21]=[C:20]1[C:24](O)=[O:25].Cl.CN(C)CCCN=C=NCC.ON1C2C=CC=CC=2N=N1. (3) Given the product [C:1]([O:5][C:6](=[O:19])[NH:7][C:8]1[CH:13]=[C:12]([N:14]([CH3:16])[CH3:15])[C:11]([Cl:17])=[CH:10][C:9]=1[NH:18][C:25](=[O:24])[CH2:26][C:27]([C:29]1[CH:34]=[CH:33][CH:32]=[C:31]([N:35]2[C:39]([CH2:40][N:41]([CH3:43])[CH3:42])=[CH:38][N:37]=[N:36]2)[CH:30]=1)=[O:28])([CH3:4])([CH3:2])[CH3:3], predict the reactants needed to synthesize it. The reactants are: [C:1]([O:5][C:6](=[O:19])[NH:7][C:8]1[CH:13]=[C:12]([N:14]([CH3:16])[CH3:15])[C:11]([Cl:17])=[CH:10][C:9]=1[NH2:18])([CH3:4])([CH3:3])[CH3:2].C([O:24][C:25](=O)[CH2:26][C:27]([C:29]1[CH:34]=[CH:33][CH:32]=[C:31]([N:35]2[C:39]([CH2:40][N:41]([CH3:43])[CH3:42])=[CH:38][N:37]=[N:36]2)[CH:30]=1)=[O:28])(C)(C)C. (4) The reactants are: [NH2:1][C:2]1[CH:9]=[CH:8][C:5]([CH:6]=O)=[CH:4][CH:3]=1.[C:10]([CH2:12][C:13]([O:15][CH2:16][CH:17]([CH3:19])[CH3:18])=[O:14])#[N:11].C(NCC)C.C(O)(=O)C. Given the product [NH2:1][C:2]1[CH:9]=[CH:8][C:5]([CH:6]=[C:12]([C:10]#[N:11])[C:13]([O:15][CH2:16][CH:17]([CH3:19])[CH3:18])=[O:14])=[CH:4][CH:3]=1, predict the reactants needed to synthesize it. (5) Given the product [C:17]([C:5]1[CH:4]=[CH:3][C:2]([OH:1])=[C:11]2[C:6]=1[CH:7]=[CH:8][C:9](=[O:12])[NH:10]2)(=[O:19])[CH3:18], predict the reactants needed to synthesize it. The reactants are: [OH:1][C:2]1[CH:3]=[CH:4][CH:5]=[C:6]2[C:11]=1[NH:10][C:9](=[O:12])[CH:8]=[CH:7]2.[Cl-].[Al+3].[Cl-].[Cl-].[C:17](OC(=O)C)(=[O:19])[CH3:18]. (6) The reactants are: [Br:1][C:2]1[CH:3]=[C:4]([C:9]2[C:13]([CH2:14][CH2:15][C:16]([OH:18])=[O:17])=[CH:12][O:11][N:10]=2)[CH:5]=[CH:6][C:7]=1[F:8].S(=O)(=O)(O)O.[CH3:24]O. Given the product [Br:1][C:2]1[CH:3]=[C:4]([C:9]2[C:13]([CH2:14][CH2:15][C:16]([O:18][CH3:24])=[O:17])=[CH:12][O:11][N:10]=2)[CH:5]=[CH:6][C:7]=1[F:8], predict the reactants needed to synthesize it. (7) Given the product [Br:1][C:2]1[CH:3]=[C:4]2[C:8](=[CH:9][CH:10]=1)[C@@H:7]([NH:11][C:20]([C:17]1([NH:16][C:14](=[O:15])[C:13]([F:12])([F:23])[F:24])[CH2:18][CH2:19]1)=[O:21])[CH2:6][CH2:5]2, predict the reactants needed to synthesize it. The reactants are: [Br:1][C:2]1[CH:3]=[C:4]2[C:8](=[CH:9][CH:10]=1)[C@@H:7]([NH2:11])[CH2:6][CH2:5]2.[F:12][C:13]([F:24])([F:23])[C:14]([NH:16][C:17]1([C:20](O)=[O:21])[CH2:19][CH2:18]1)=[O:15]. (8) Given the product [F:32][C:33]1[CH:38]=[CH:37][C:36]([C:2]2[C:3]([C:22]3[CH:27]=[CH:26][C:25]([C:28]([F:31])([F:30])[F:29])=[CH:24][CH:23]=3)=[CH:4][C:5]([O:8][C:9]3[C:14]4[N:15]=[C:16]([NH:18][C:19](=[O:21])[CH3:20])[S:17][C:13]=4[CH:12]=[CH:11][CH:10]=3)=[N:6][CH:7]=2)=[CH:35][CH:34]=1, predict the reactants needed to synthesize it. The reactants are: Br[C:2]1[C:3]([C:22]2[CH:27]=[CH:26][C:25]([C:28]([F:31])([F:30])[F:29])=[CH:24][CH:23]=2)=[CH:4][C:5]([O:8][C:9]2[C:14]3[N:15]=[C:16]([NH:18][C:19](=[O:21])[CH3:20])[S:17][C:13]=3[CH:12]=[CH:11][CH:10]=2)=[N:6][CH:7]=1.[F:32][C:33]1[CH:38]=[CH:37][C:36](B(O)O)=[CH:35][CH:34]=1.C([O-])([O-])=O.[Na+].[Na+]. (9) Given the product [CH3:29][NH:30][C:24]([C@@H:4]1[CH2:3][C:2](=[O:1])[N:6]([C:7]2[CH:12]=[CH:11][C:10]([O:13][CH2:14][C:15]3[C:20]([F:21])=[CH:19][C:18]([F:22])=[CH:17][C:16]=3[F:23])=[CH:9][CH:8]=2)[CH2:5]1)=[O:26], predict the reactants needed to synthesize it. The reactants are: [O:1]=[C:2]1[N:6]([C:7]2[CH:12]=[CH:11][C:10]([O:13][CH2:14][C:15]3[C:20]([F:21])=[CH:19][C:18]([F:22])=[CH:17][C:16]=3[F:23])=[CH:9][CH:8]=2)[CH2:5][C@H:4]([C:24]([OH:26])=O)[CH2:3]1.CN.[CH3:29][N:30](C(ON1N=NC2C=CC=CC1=2)=[N+](C)C)C.F[P-](F)(F)(F)(F)F.